Dataset: Peptide-MHC class II binding affinity with 134,281 pairs from IEDB. Task: Regression. Given a peptide amino acid sequence and an MHC pseudo amino acid sequence, predict their binding affinity value. This is MHC class II binding data. (1) The peptide sequence is EISTNIRQA. The MHC is DRB5_0101 with pseudo-sequence DRB5_0101. The binding affinity (normalized) is 0.0387. (2) The peptide sequence is VGSLQYLALTALITPKK. The MHC is HLA-DPA10201-DPB10501 with pseudo-sequence HLA-DPA10201-DPB10501. The binding affinity (normalized) is 0.722. (3) The peptide sequence is ARTDLLAFTAFPKQI. The MHC is DRB3_0202 with pseudo-sequence DRB3_0202. The binding affinity (normalized) is 0.187. (4) The peptide sequence is AGSYAADLGYGPATP. The MHC is HLA-DPA10201-DPB10101 with pseudo-sequence HLA-DPA10201-DPB10101. The binding affinity (normalized) is 0.0843. (5) The peptide sequence is NMLNIMNRRKRSVTM. The MHC is DRB1_1302 with pseudo-sequence DRB1_1302. The binding affinity (normalized) is 0.604. (6) The peptide sequence is VCGVSAARLTPCGTG. The MHC is DRB5_0101 with pseudo-sequence DRB5_0101. The binding affinity (normalized) is 0.165. (7) The peptide sequence is AVAANELGMLEKTKE. The MHC is HLA-DQA10201-DQB10301 with pseudo-sequence HLA-DQA10201-DQB10301. The binding affinity (normalized) is 0.344.